From a dataset of NCI-60 drug combinations with 297,098 pairs across 59 cell lines. Regression. Given two drug SMILES strings and cell line genomic features, predict the synergy score measuring deviation from expected non-interaction effect. (1) Drug 1: C1CC(=O)NC(=O)C1N2CC3=C(C2=O)C=CC=C3N. Drug 2: CC12CCC3C(C1CCC2=O)CC(=C)C4=CC(=O)C=CC34C. Cell line: MALME-3M. Synergy scores: CSS=30.9, Synergy_ZIP=7.45, Synergy_Bliss=2.88, Synergy_Loewe=-26.8, Synergy_HSA=2.97. (2) Drug 1: CC12CCC3C(C1CCC2O)C(CC4=C3C=CC(=C4)O)CCCCCCCCCS(=O)CCCC(C(F)(F)F)(F)F. Drug 2: C#CCC(CC1=CN=C2C(=N1)C(=NC(=N2)N)N)C3=CC=C(C=C3)C(=O)NC(CCC(=O)O)C(=O)O. Cell line: UACC62. Synergy scores: CSS=-1.07, Synergy_ZIP=2.08, Synergy_Bliss=2.79, Synergy_Loewe=-0.240, Synergy_HSA=-0.843. (3) Drug 1: CC1=CC2C(CCC3(C2CCC3(C(=O)C)OC(=O)C)C)C4(C1=CC(=O)CC4)C. Drug 2: C1=NC2=C(N1)C(=S)N=CN2. Cell line: HCC-2998. Synergy scores: CSS=14.1, Synergy_ZIP=-8.87, Synergy_Bliss=-9.47, Synergy_Loewe=-39.2, Synergy_HSA=-11.8. (4) Drug 1: C1=CC(=CC=C1C#N)C(C2=CC=C(C=C2)C#N)N3C=NC=N3. Drug 2: C1=CC=C(C(=C1)C(C2=CC=C(C=C2)Cl)C(Cl)Cl)Cl. Cell line: HCT-15. Synergy scores: CSS=5.52, Synergy_ZIP=5.44, Synergy_Bliss=7.34, Synergy_Loewe=7.38, Synergy_HSA=5.26. (5) Drug 1: CC1C(C(CC(O1)OC2CC(CC3=C2C(=C4C(=C3O)C(=O)C5=C(C4=O)C(=CC=C5)OC)O)(C(=O)CO)O)N)O. Drug 2: CC1CCC2CC(C(=CC=CC=CC(CC(C(=O)C(C(C(=CC(C(=O)CC(OC(=O)C3CCCCN3C(=O)C(=O)C1(O2)O)C(C)CC4CCC(C(C4)OC)OP(=O)(C)C)C)C)O)OC)C)C)C)OC. Cell line: SK-OV-3. Synergy scores: CSS=66.1, Synergy_ZIP=8.66, Synergy_Bliss=7.80, Synergy_Loewe=11.5, Synergy_HSA=13.3.